Dataset: Full USPTO retrosynthesis dataset with 1.9M reactions from patents (1976-2016). Task: Predict the reactants needed to synthesize the given product. (1) The reactants are: [F:1][CH:2]([F:20])[CH2:3][N:4]1[C:12]2[C:7](=[N:8][CH:9]=[CH:10][CH:11]=2)[C:6]([C:13]2[CH:18]=[CH:17][C:16]([OH:19])=[CH:15][CH:14]=2)=[N:5]1.[H-].[Na+].[CH3:23][N:24]1[C:28]2=[N:29][CH:30]=[CH:31][CH:32]=[C:27]2[N:26]=[C:25]1S(C)(=O)=O.O. Given the product [F:20][CH:2]([F:1])[CH2:3][N:4]1[C:12]2[C:7](=[N:8][CH:9]=[CH:10][CH:11]=2)[C:6]([C:13]2[CH:18]=[CH:17][C:16]([O:19][C:25]3[N:24]([CH3:23])[C:28]4=[N:29][CH:30]=[CH:31][CH:32]=[C:27]4[N:26]=3)=[CH:15][CH:14]=2)=[N:5]1, predict the reactants needed to synthesize it. (2) Given the product [CH2:11]([S:8]([C:5]1[CH:6]=[CH:7][C:2]([B:15]2[O:19][C:18]([CH3:21])([CH3:20])[C:17]([CH3:23])([CH3:22])[O:16]2)=[C:3]([O:13][CH3:14])[CH:4]=1)(=[O:10])=[O:9])[CH3:12], predict the reactants needed to synthesize it. The reactants are: Br[C:2]1[CH:7]=[CH:6][C:5]([S:8]([CH2:11][CH3:12])(=[O:10])=[O:9])=[CH:4][C:3]=1[O:13][CH3:14].[B:15]1([B:15]2[O:19][C:18]([CH3:21])([CH3:20])[C:17]([CH3:23])([CH3:22])[O:16]2)[O:19][C:18]([CH3:21])([CH3:20])[C:17]([CH3:23])([CH3:22])[O:16]1.C([O-])(=O)C.[K+]. (3) The reactants are: C([C@H:3]([S:7]([C:27]1[CH:32]=[CH:31][CH:30]=[CH:29][CH:28]=1)(=[N:9][C:10]([C:12]1[CH:13]=[N:14][CH:15]=[C:16]([C:18]#[C:19][C:20]2[CH:25]=[CH:24][CH:23]=[C:22]([OH:26])[CH:21]=2)[CH:17]=1)=[O:11])=[O:8])[C:4]([O-:6])=O)C.[CH2:33]([N:35]([CH2:39][CH3:40])[CH2:36][CH2:37][NH2:38])[CH3:34]. Given the product [CH2:33]([N:35]([CH2:39][CH3:40])[CH2:36][CH2:37][NH:38][C:4](=[O:6])[CH2:3][S@:7](=[O:8])([C:27]1[CH:28]=[CH:29][CH:30]=[CH:31][CH:32]=1)=[N:9][C:10](=[O:11])[C:12]1[CH:17]=[C:16]([C:18]#[C:19][C:20]2[CH:25]=[CH:24][CH:23]=[C:22]([OH:26])[CH:21]=2)[CH:15]=[N:14][CH:13]=1)[CH3:34], predict the reactants needed to synthesize it. (4) Given the product [NH2:1][C:2]([C:6]1[CH:11]=[CH:10][C:9]([O:12][CH3:13])=[CH:8][CH:7]=1)([CH3:5])[CH2:3][SH:23], predict the reactants needed to synthesize it. The reactants are: [NH2:1][C:2]([C:6]1[CH:11]=[CH:10][C:9]([O:12][CH3:13])=[CH:8][CH:7]=1)([CH3:5])[CH2:3]O.COC1C=CC(P2(=S)SP(=S)(C3C=CC(OC)=CC=3)[S:23]2)=CC=1. (5) Given the product [N:1]1[CH:2]=[CH:3][N:4]2[CH:9]=[CH:8][C:7]([CH2:10][NH:11][C:12](=[O:25])[C:13]3[CH:14]=[CH:15][C:16]([CH:19]4[CH2:24][CH2:23][N:22]([S:34]([C:28]5[CH:33]=[CH:32][CH:31]=[CH:30][CH:29]=5)(=[O:36])=[O:35])[CH2:21][CH2:20]4)=[CH:17][CH:18]=3)=[CH:6][C:5]=12, predict the reactants needed to synthesize it. The reactants are: [N:1]1[CH:2]=[CH:3][N:4]2[CH:9]=[CH:8][C:7]([CH2:10][NH:11][C:12](=[O:25])[C:13]3[CH:18]=[CH:17][C:16]([CH:19]4[CH2:24][CH2:23][NH:22][CH2:21][CH2:20]4)=[CH:15][CH:14]=3)=[CH:6][C:5]=12.[H-].[Na+].[C:28]1([S:34](Cl)(=[O:36])=[O:35])[CH:33]=[CH:32][CH:31]=[CH:30][CH:29]=1.O. (6) Given the product [C:12]([O:11][C:10](=[O:16])[NH:9][CH2:33][CH:32]([C:22]1[C:21]([F:34])=[C:20]([Cl:19])[CH:25]=[C:24]([C:26](=[O:28])[CH3:27])[C:23]=1[O:29][CH2:30][CH3:31])[OH:37])([CH3:15])([CH3:14])[CH3:13], predict the reactants needed to synthesize it. The reactants are: ClC1C=CC(C(O[NH:9][C:10](=[O:16])[O:11][C:12]([CH3:15])([CH3:14])[CH3:13])=O)=CC=1.[Cl:19][C:20]1[C:21]([F:34])=[C:22]([CH:32]=[CH2:33])[C:23]([O:29][CH2:30][CH3:31])=[C:24]([C:26](=[O:28])[CH3:27])[CH:25]=1.C(=O)([O-:37])N.